The task is: Predict the product of the given reaction.. This data is from Forward reaction prediction with 1.9M reactions from USPTO patents (1976-2016). (1) Given the reactants [OH:1][C:2]1[CH:17]=[CH:16][CH:15]=[CH:14][C:3]=1[C:4]([C:6]1[CH:11]=[CH:10][CH:9]=[CH:8][C:7]=1[O:12][CH3:13])=[O:5].C(=O)([O-])[O-].[K+].[K+].[CH2:24](Br)[C:25]1[CH:30]=[CH:29][CH:28]=[CH:27][CH:26]=1, predict the reaction product. The product is: [CH2:24]([O:1][C:2]1[CH:17]=[CH:16][CH:15]=[CH:14][C:3]=1[C:4]([C:6]1[CH:11]=[CH:10][CH:9]=[CH:8][C:7]=1[O:12][CH3:13])=[O:5])[C:25]1[CH:30]=[CH:29][CH:28]=[CH:27][CH:26]=1. (2) Given the reactants Cl[C:2]1[C:7]([CH:8]2[CH2:10][CH2:9]2)=[CH:6][N:5]=[C:4]([C:11]([OH:13])=[O:12])[CH:3]=1.[F:14][C:15]([F:20])([F:19])[C@H:16]([OH:18])[CH3:17], predict the reaction product. The product is: [CH:8]1([C:7]2[C:2]([O:18][C@H:16]([CH3:17])[C:15]([F:20])([F:19])[F:14])=[CH:3][C:4]([C:11]([OH:13])=[O:12])=[N:5][CH:6]=2)[CH2:10][CH2:9]1. (3) Given the reactants [OH:1][CH:2]([C:16]1[S:17][CH:18]=[C:19]([C:22]([O:24][CH3:25])=[O:23])[C:20]=1[CH3:21])[CH:3]1[CH2:8][CH2:7][N:6]([C:9]([O:11][C:12]([CH3:15])([CH3:14])[CH3:13])=[O:10])[CH2:5][CH2:4]1.N1C=CC=CC=1.CC(OI1(OC(C)=O)(OC(C)=O)OC(=O)C2C=CC=CC1=2)=O.O.O.O.O.O.S([O-])([O-])(=O)=S.[Na+].[Na+].C([O-])(O)=O.[Na+], predict the reaction product. The product is: [CH3:25][O:24][C:22]([C:19]1[C:20]([CH3:21])=[C:16]([C:2]([CH:3]2[CH2:8][CH2:7][N:6]([C:9]([O:11][C:12]([CH3:14])([CH3:13])[CH3:15])=[O:10])[CH2:5][CH2:4]2)=[O:1])[S:17][CH:18]=1)=[O:23]. (4) Given the reactants [F-].C([N+](CCCC)(CCCC)CCCC)CCC.[Br:19][C:20]1[CH:25]=[CH:24][C:23]([Cl:26])=[C:22]([O:27][C@H:28]2[CH2:33][CH2:32][C@@H:31]([O:34][Si](C(C)(C)C)(C3C=CC=CC=3)C3C=CC=CC=3)[CH2:30][CH2:29]2)[CH:21]=1.O, predict the reaction product. The product is: [Br:19][C:20]1[CH:25]=[CH:24][C:23]([Cl:26])=[C:22]([O:27][C@H:28]2[CH2:29][CH2:30][C@@H:31]([OH:34])[CH2:32][CH2:33]2)[CH:21]=1. (5) Given the reactants [CH2:1]=[CH:2][C:3]1[CH2:23][S:22][C@@H:6]2[C@H:7]([NH:10][C:11](/[C:13](/[C:16]3[N:20]=[C:19]([NH2:21])[S:18][CH:17]=3)=[N:14]\[OH:15])=[O:12])[C:8](=[O:9])[N:5]2[C:4]=1[C:24]([OH:26])=[O:25].[S:27]([O-:31])([OH:30])(=[O:29])=[O:28].[Na+].S([O-])(O)(=O)=O.[K+].S([O-])(O)(=O)=O.[NH4+], predict the reaction product. The product is: [CH2:1]=[CH:2][C:3]1[CH2:23][S:22][C@@H:6]2[C@H:7]([NH:10][C:11](/[C:13](/[C:16]3[N:20]=[C:19]([NH2:21])[S:18][CH:17]=3)=[N:14]\[OH:15])=[O:12])[C:8](=[O:9])[N:5]2[C:4]=1[C:24]([OH:26])=[O:25].[S:27]([O-:31])([O-:30])(=[O:29])=[O:28]. (6) Given the reactants [H-].[Na+].[C:3](=[O:10])([O:7][CH2:8][CH3:9])OCC.[CH3:11][C:12]1([CH3:19])[CH2:17][CH2:16][C:15](=[O:18])[CH2:14][CH2:13]1.[NH4+].[Cl-], predict the reaction product. The product is: [CH3:11][C:12]1([CH3:19])[CH2:17][CH:16]([C:3]([O:7][CH2:8][CH3:9])=[O:10])[C:15](=[O:18])[CH2:14][CH2:13]1. (7) The product is: [ClH:75].[ClH:75].[F:1][C:2]1[CH:3]=[C:4]([NH:23][C:35]([NH:34][C:32](=[O:33])[CH2:31][C:28]2[CH:29]=[CH:30][C:25]([F:24])=[CH:26][CH:27]=2)=[O:36])[CH:5]=[CH:6][C:7]=1[O:8][C:9]1[CH:14]=[CH:13][N:12]=[CH:11][C:10]=1[C:15]#[C:16][C:17]1[CH:22]=[CH:21][CH:20]=[CH:19][N:18]=1. Given the reactants [F:1][C:2]1[CH:3]=[C:4]([NH2:23])[CH:5]=[CH:6][C:7]=1[O:8][C:9]1[CH:14]=[CH:13][N:12]=[CH:11][C:10]=1[C:15]#[C:16][C:17]1[CH:22]=[CH:21][CH:20]=[CH:19][N:18]=1.[F:24][C:25]1[CH:30]=[CH:29][C:28]([CH2:31][C:32]([N:34]=[C:35]=[O:36])=[O:33])=[CH:27][CH:26]=1.COC1C=CC(CNC2N=CN=C(OC3C=CC(NC(NC(=O)CC4C=CC(F)=CC=4)=O)=CC=3F)C=2)=CC=1.[ClH:75], predict the reaction product.